This data is from Forward reaction prediction with 1.9M reactions from USPTO patents (1976-2016). The task is: Predict the product of the given reaction. (1) Given the reactants [CH:1]([NH2:4])([CH3:3])[CH3:2].C(N(CC)CC)C.[N+:12]([C:15]1[CH:20]=[CH:19][CH:18]=[CH:17][C:16]=1[S:21](Cl)(=[O:23])=[O:22])([O-:14])=[O:13], predict the reaction product. The product is: [CH:1]([NH:4][S:21]([C:16]1[CH:17]=[CH:18][CH:19]=[CH:20][C:15]=1[N+:12]([O-:14])=[O:13])(=[O:22])=[O:23])([CH3:3])[CH3:2]. (2) Given the reactants [H-].[Na+].[CH3:3][C:4]1([CH3:20])[O:9][C:8]2[CH:10]=[CH:11][C:12]([C@H:14]3[O:18][C:17](=[O:19])[NH:16][CH2:15]3)=[CH:13][C:7]=2[CH2:6][O:5]1.[I:21][C:22]1[CH:23]=[C:24]([CH2:28][CH2:29][CH2:30][CH2:31][O:32][CH2:33][CH2:34][CH2:35][CH2:36][CH2:37][CH2:38]Br)[CH:25]=[CH:26][CH:27]=1.[Cl-].[NH4+], predict the reaction product. The product is: [CH3:3][C:4]1([CH3:20])[O:9][C:8]2[CH:10]=[CH:11][C:12]([C@H:14]3[O:18][C:17](=[O:19])[N:16]([CH2:38][CH2:37][CH2:36][CH2:35][CH2:34][CH2:33][O:32][CH2:31][CH2:30][CH2:29][CH2:28][C:24]4[CH:25]=[CH:26][CH:27]=[C:22]([I:21])[CH:23]=4)[CH2:15]3)=[CH:13][C:7]=2[CH2:6][O:5]1. (3) Given the reactants [CH3:1][CH2:2][O:3][C:4]([C:6]1[N:7]([C:17]([O:19][C:20]([CH3:23])([CH3:22])[CH3:21])=[O:18])[C:8]2[C:13]([CH:14]=1)=[CH:12][C:11]([Cl:15])=[CH:10][C:9]=2[CH3:16])=[O:5].[Br:24]N1C(=O)CCC1=O.C(OOC(=O)C1C=CC=CC=1)(=O)C1C=CC=CC=1, predict the reaction product. The product is: [CH3:1][CH2:2][O:3][C:4]([C:6]1[N:7]([C:17]([O:19][C:20]([CH3:22])([CH3:21])[CH3:23])=[O:18])[C:8]2[C:13]([CH:14]=1)=[CH:12][C:11]([Cl:15])=[CH:10][C:9]=2[CH2:16][Br:24])=[O:5]. (4) Given the reactants [CH:1]1[C:7](=[O:8])[NH:6][C:4](=[O:5])[N:3]([C@@H:9]2[O:13][C@H:12]([CH2:14][O:15][P:16]([O:19][P:20]([OH:23])([OH:22])=[O:21])([OH:18])=[O:17])[C@@H:11]([OH:24])[C@H:10]2[OH:25])[CH:2]=1.[OH:26][CH:27]1[O:34][C@H:33]([CH2:35]ON=[N+]=[N-])[C@@H:31]([OH:32])[C@H:29]([OH:30])[C@H:28]1[NH:40][C:41]([CH3:43])=[O:42], predict the reaction product. The product is: [CH:1]1[C:7](=[O:8])[NH:6][C:4](=[O:5])[N:3]([C@@H:9]2[O:13][C@H:12]([CH2:14][O:15][P:16]([O:19][P:20]([OH:22])([OH:23])=[O:21])([OH:18])=[O:17])[C@@H:11]([OH:24])[C@H:10]2[OH:25])[CH:2]=1.[OH:26][CH:27]1[O:34][C@H:33]([CH2:35][NH2:3])[C@@H:31]([OH:32])[C@H:29]([OH:30])[C@H:28]1[NH:40][C:41]([CH3:43])=[O:42]. (5) Given the reactants Br[C:2]1[N:24]=[C:5]2[N:6]=[C:7]([C:16]3[CH:23]=[CH:22][C:19]([CH:20]=[O:21])=[CH:18][CH:17]=3)[C:8]([C:10]3[CH:15]=[CH:14][CH:13]=[CH:12][CH:11]=3)=[CH:9][N:4]2[N:3]=1.[CH2:25]([NH2:27])[CH3:26], predict the reaction product. The product is: [CH2:25]([NH:27][C:2]1[N:24]=[C:5]2[N:6]=[C:7]([C:16]3[CH:23]=[CH:22][C:19]([CH:20]=[O:21])=[CH:18][CH:17]=3)[C:8]([C:10]3[CH:15]=[CH:14][CH:13]=[CH:12][CH:11]=3)=[CH:9][N:4]2[N:3]=1)[CH3:26]. (6) Given the reactants [Br:1][CH2:2][CH2:3][CH2:4][O:5][C:6]1[CH:48]=[CH:47][C:9]([CH2:10][NH:11][C:12]2[CH:17]=[C:16]([O:18][CH2:19][C:20]([F:23])([F:22])[F:21])[N:15]=[C:14]([NH:24][C:25]3[CH:46]=[CH:45][C:28]([C:29]([NH:31][CH2:32][C:33]([CH3:44])([CH3:43])[CH2:34][NH:35]C(=O)OC(C)(C)C)=[O:30])=[CH:27][CH:26]=3)[N:13]=2)=[CH:8][CH:7]=1.[C:49]([OH:55])([C:51]([F:54])([F:53])[F:52])=[O:50].C(Cl)Cl, predict the reaction product. The product is: [C:49]([OH:55])([C:51]([F:54])([F:53])[F:52])=[O:50].[NH2:35][CH2:34][C:33]([CH3:44])([CH3:43])[CH2:32][NH:31][C:29](=[O:30])[C:28]1[CH:45]=[CH:46][C:25]([NH:24][C:14]2[N:13]=[C:12]([NH:11][CH2:10][C:9]3[CH:47]=[CH:48][C:6]([O:5][CH2:4][CH2:3][CH2:2][Br:1])=[CH:7][CH:8]=3)[CH:17]=[C:16]([O:18][CH2:19][C:20]([F:23])([F:21])[F:22])[N:15]=2)=[CH:26][CH:27]=1. (7) Given the reactants [C:1]1([CH:7]([C:21]2[CH:26]=[CH:25][CH:24]=[CH:23][CH:22]=2)[C:8](N(CC)C/C=C\COC(=O)C)=[O:9])[CH:6]=[CH:5][CH:4]=[CH:3][CH:2]=1.C(=O)=O.[CH3:30][C:31](C)=O.C[Si]([N-][Si](C)(C)C)(C)C.[K+].[NH4+:44].[Cl-].[CH2:46]1[CH2:50]O[CH2:48][CH2:47]1, predict the reaction product. The product is: [CH2:30]([N:44]1[CH2:48][CH:47]([CH:46]=[CH2:50])[C:7]([C:1]2[CH:2]=[CH:3][CH:4]=[CH:5][CH:6]=2)([C:21]2[CH:22]=[CH:23][CH:24]=[CH:25][CH:26]=2)[C:8]1=[O:9])[CH3:31].